From a dataset of Reaction yield outcomes from USPTO patents with 853,638 reactions. Predict the reaction yield, written as a fraction of the theoretical maximum amount of product (1.0 means a 100% yield; for example, 0.34 means a 34% yield). (1) The reactants are [OH-].[Na+].[NH2:3][CH2:4][CH2:5][CH2:6][CH2:7][OH:8].[C:9](O[C:9]([O:11][C:12]([CH3:15])([CH3:14])[CH3:13])=[O:10])([O:11][C:12]([CH3:15])([CH3:14])[CH3:13])=[O:10]. The catalyst is C(#N)C. The product is [OH:8][CH2:7][CH2:6][CH2:5][CH2:4][NH:3][C:9](=[O:10])[O:11][C:12]([CH3:15])([CH3:14])[CH3:13]. The yield is 0.770. (2) The reactants are Cl.[NH2:2][CH2:3][C:4]1[CH:12]=[CH:11][CH:10]=[C:9]2[C:5]=1[C:6](=[O:22])[N:7]([CH:14]1[CH2:19][CH2:18][C:17](=[O:20])[NH:16][C:15]1=[O:21])[C:8]2=[O:13].N12CCCN=C1CCCCC2.ON1C2C=CC=CC=2N=N1.Cl.[N:45]1[CH:50]=[CH:49][C:48]([CH2:51][C:52](O)=[O:53])=[CH:47][CH:46]=1.Cl.CN(C)CCCN=C=NCC. The catalyst is C(#N)C. The product is [O:21]=[C:15]1[CH:14]([N:7]2[C:6](=[O:22])[C:5]3[C:9](=[CH:10][CH:11]=[CH:12][C:4]=3[CH2:3][NH:2][C:52](=[O:53])[CH2:51][C:48]3[CH:49]=[CH:50][N:45]=[CH:46][CH:47]=3)[C:8]2=[O:13])[CH2:19][CH2:18][C:17](=[O:20])[NH:16]1. The yield is 0.500. (3) The reactants are Br[CH2:2][CH2:3][O:4][C:5]1[CH:10]=[CH:9][C:8]([C:11](=[O:16])[C:12]([OH:15])([CH3:14])[CH3:13])=[CH:7][CH:6]=1.[P:17]([O:22]C)([O:20][CH3:21])[O:18][CH3:19]. No catalyst specified. The product is [CH3:19][O:18][P:17]([CH2:2][CH2:3][O:4][C:5]1[CH:10]=[CH:9][C:8]([C:11](=[O:16])[C:12]([OH:15])([CH3:14])[CH3:13])=[CH:7][CH:6]=1)(=[O:22])[O:20][CH3:21]. The yield is 0.550. (4) The reactants are [B:1]([O:10][CH:11]([CH3:13])[CH3:12])([O:6][CH:7]([CH3:9])[CH3:8])OC(C)C.[Br:14][CH2:15]Br.C([Li])CCC.CS(O)(=O)=O.OC(C(O)(C)C)(C)C. The catalyst is CCCCCC.O1CCCC1. The product is [Br:14][CH2:15][B:1]1[O:6][C:7]([CH3:8])([CH3:9])[C:11]([CH3:12])([CH3:13])[O:10]1. The yield is 0.680. (5) The reactants are [Na+].[I-].Cl[CH2:4][CH2:5][CH:6]([N:13]1[C:21]2[C:16](=[CH:17][CH:18]=[CH:19][CH:20]=2)[CH:15]=[CH:14]1)[C:7]1[CH:12]=[CH:11][CH:10]=[CH:9][CH:8]=1.O.[CH3:23][NH2:24]. No catalyst specified. The product is [N:13]1([CH:6]([C:7]2[CH:12]=[CH:11][CH:10]=[CH:9][CH:8]=2)[CH2:5][CH2:4][NH:24][CH3:23])[C:21]2[C:16](=[CH:17][CH:18]=[CH:19][CH:20]=2)[CH:15]=[CH:14]1. The yield is 0.900.